This data is from NCI-60 drug combinations with 297,098 pairs across 59 cell lines. The task is: Regression. Given two drug SMILES strings and cell line genomic features, predict the synergy score measuring deviation from expected non-interaction effect. (1) Drug 1: CC1CCC2CC(C(=CC=CC=CC(CC(C(=O)C(C(C(=CC(C(=O)CC(OC(=O)C3CCCCN3C(=O)C(=O)C1(O2)O)C(C)CC4CCC(C(C4)OC)OCCO)C)C)O)OC)C)C)C)OC. Drug 2: C1C(C(OC1N2C=NC(=NC2=O)N)CO)O. Cell line: A549. Synergy scores: CSS=10.4, Synergy_ZIP=-4.65, Synergy_Bliss=0.260, Synergy_Loewe=-2.22, Synergy_HSA=-1.64. (2) Drug 2: CN(CCCl)CCCl.Cl. Synergy scores: CSS=-7.96, Synergy_ZIP=8.05, Synergy_Bliss=11.6, Synergy_Loewe=-4.14, Synergy_HSA=-2.14. Drug 1: C1=CN(C=N1)CC(O)(P(=O)(O)O)P(=O)(O)O. Cell line: SNB-75.